Dataset: Catalyst prediction with 721,799 reactions and 888 catalyst types from USPTO. Task: Predict which catalyst facilitates the given reaction. (1) Reactant: [CH3:1][C:2]1[CH:3]=[C:4]([C:8](=O)[CH3:9])[CH:5]=[CH:6][CH:7]=1.[CH3:11][C:12]([S@:15]([NH2:17])=[O:16])([CH3:14])[CH3:13]. Product: [CH3:11][C:12]([S@:15](/[N:17]=[C:8](/[C:4]1[CH:3]=[C:2]([CH3:1])[CH:7]=[CH:6][CH:5]=1)\[CH3:9])=[O:16])([CH3:14])[CH3:13]. The catalyst class is: 1. (2) Product: [CH3:14][O:17][C:21](=[O:22])[C:20]1[CH:9]=[CH:8][CH:7]=[C:3]([CH3:2])[C:4]=1[O:6][CH3:13]. Reactant: O[C:2]1C(C)=[CH:9][CH:8]=[CH:7][C:3]=1[C:4]([OH:6])=O.I[CH3:13].[C:14](=[O:17])([O-])[O-].[K+].[K+].[CH3:20][C:21](N(C)C)=[O:22]. The catalyst class is: 6. (3) Reactant: F[C:2]1[CH:12]=[CH:11][C:5]([C:6]([O:8][CH2:9][CH3:10])=[O:7])=[CH:4][CH:3]=1.[I:13][C:14]1[CH:15]=[N:16][NH:17][CH:18]=1.C(=O)([O-])[O-].[K+].[K+]. Product: [I:13][C:14]1[CH:15]=[N:16][N:17]([C:2]2[CH:12]=[CH:11][C:5]([C:6]([O:8][CH2:9][CH3:10])=[O:7])=[CH:4][CH:3]=2)[CH:18]=1. The catalyst class is: 42. (4) Reactant: [ClH:1].[NH2:2][C:3]([CH3:16])([CH3:15])[CH2:4][C:5]([N:7]([CH2:9][CH2:10][N+:11]([CH3:14])([CH3:13])[CH3:12])[CH3:8])=[O:6].C(O[Cl:22])(C)(C)C. Product: [Cl-:22].[Cl:1][N:2]([Cl:22])[C:3]([CH3:16])([CH3:15])[CH2:4][C:5]([N:7]([CH2:9][CH2:10][N+:11]([CH3:12])([CH3:14])[CH3:13])[CH3:8])=[O:6]. The catalyst class is: 5. (5) Reactant: B(Br)(Br)Br.C([O:12][C:13]1[CH:14]=[C:15]([F:31])[CH:16]=[C:17]([CH:19]=[CH:20][C:21]2[CH:26]=[CH:25][C:24]([O:27][C:28](=[O:30])[CH3:29])=[CH:23][CH:22]=2)[CH:18]=1)C1C=CC=CC=1.CO. Product: [C:28]([O:27][C:24]1[CH:25]=[CH:26][C:21]([CH:20]=[CH:19][C:17]2[CH:18]=[C:13]([OH:12])[CH:14]=[C:15]([F:31])[CH:16]=2)=[CH:22][CH:23]=1)(=[O:30])[CH3:29]. The catalyst class is: 2. (6) Reactant: [C:1]([O:5][C@@H:6]([C:12]1[C:34]([CH3:35])=[CH:33][C:15]2[N:16]=[C:17]([C:19]3[CH:24]=[CH:23][N:22]=[C:21]([N:25]4[CH2:30][CH2:29][N:28]([CH2:31][CH3:32])[CH2:27][CH2:26]4)[CH:20]=3)[S:18][C:14]=2[C:13]=1[C:36]1[CH:41]=[CH:40][C:39]([Cl:42])=[CH:38][CH:37]=1)[C:7]([O:9]CC)=[O:8])([CH3:4])([CH3:3])[CH3:2].[OH-].[Na+].C1COCC1.CN(C=O)C. Product: [C:1]([O:5][C@@H:6]([C:12]1[C:34]([CH3:35])=[CH:33][C:15]2[N:16]=[C:17]([C:19]3[CH:24]=[CH:23][N:22]=[C:21]([N:25]4[CH2:26][CH2:27][N:28]([CH2:31][CH3:32])[CH2:29][CH2:30]4)[CH:20]=3)[S:18][C:14]=2[C:13]=1[C:36]1[CH:37]=[CH:38][C:39]([Cl:42])=[CH:40][CH:41]=1)[C:7]([OH:9])=[O:8])([CH3:2])([CH3:3])[CH3:4]. The catalyst class is: 130. (7) Reactant: C([O:8][C:9]1[C:13]([CH2:14][CH:15]2[S:19][C:18](=[O:20])[N:17]([CH3:21])[C:16]2=[O:22])=[CH:12][N:11]([C:23]2[CH:28]=[CH:27][CH:26]=[CH:25][CH:24]=2)[N:10]=1)C1C=CC=CC=1.C(#N)C.I[Si](C)(C)C. Product: [OH:8][C:9]1[C:13]([CH2:14][CH:15]2[S:19][C:18](=[O:20])[N:17]([CH3:21])[C:16]2=[O:22])=[CH:12][N:11]([C:23]2[CH:28]=[CH:27][CH:26]=[CH:25][CH:24]=2)[N:10]=1. The catalyst class is: 6. (8) Reactant: [C:1]([C:3]1[CH:8]=[CH:7][C:6]([OH:9])=[CH:5][CH:4]=1)#[N:2].C([O-])([O-])=O.[K+].[K+].[I:16][C:17]1[CH:24]=[CH:23][C:20]([CH2:21]Br)=[CH:19][CH:18]=1. Product: [I:16][C:17]1[CH:24]=[CH:23][C:20]([CH2:21][O:9][C:6]2[CH:7]=[CH:8][C:3]([C:1]#[N:2])=[CH:4][CH:5]=2)=[CH:19][CH:18]=1. The catalyst class is: 95. (9) Reactant: [C:1]([O:4][CH2:5][C:6]1[C:28]([F:29])=[C:27]([NH2:30])[C:9]2[C:10](=[O:26])[CH:11]=[C:12]([C:14]3[CH:19]=[CH:18][C:17]([NH:20][C:21](=[O:24])[CH2:22]Cl)=[C:16]([F:25])[CH:15]=3)[O:13][C:8]=2[C:7]=1[F:31])(=[O:3])[CH3:2].Cl.[CH3:33][NH:34][CH3:35].C(N(C(C)C)CC)(C)C.O. Product: [C:1]([O:4][CH2:5][C:6]1[C:28]([F:29])=[C:27]([NH2:30])[C:9]2[C:10](=[O:26])[CH:11]=[C:12]([C:14]3[CH:19]=[CH:18][C:17]([NH:20][C:21](=[O:24])[CH2:22][N:34]([CH3:35])[CH3:33])=[C:16]([F:25])[CH:15]=3)[O:13][C:8]=2[C:7]=1[F:31])(=[O:3])[CH3:2]. The catalyst class is: 9.